This data is from Catalyst prediction with 721,799 reactions and 888 catalyst types from USPTO. The task is: Predict which catalyst facilitates the given reaction. (1) Reactant: [Si]([O:8][CH2:9][C:10]1[CH:16]=[CH:15][C:13]([NH2:14])=[CH:12][CH:11]=1)(C(C)(C)C)(C)C.[H-].[Na+].Br[C:20]1[S:21][C:22]([C:25]([N:27]([C:37]2[CH:42]=[CH:41][C:40]([Cl:43])=[CH:39][CH:38]=2)[CH2:28][C:29]2[CH:34]=[CH:33][C:32]([O:35][CH3:36])=[CH:31][CH:30]=2)=[O:26])=[CH:23][N:24]=1.C1C=C[NH+]=CC=1.[O-][Cr](Cl)(=O)=O. The catalyst class is: 1. Product: [Cl:43][C:40]1[CH:39]=[CH:38][C:37]([N:27]([CH2:28][C:29]2[CH:30]=[CH:31][C:32]([O:35][CH3:36])=[CH:33][CH:34]=2)[C:25]([C:22]2[S:21][C:20]([NH:14][C:13]3[CH:12]=[CH:11][C:10]([CH:9]=[O:8])=[CH:16][CH:15]=3)=[N:24][CH:23]=2)=[O:26])=[CH:42][CH:41]=1. (2) Reactant: O1CCC[CH2:2]1.Br[C:7]1[CH:8]=[C:9]([CH:12]=[C:13]([O:17][CH3:18])[C:14]=1[O:15][CH3:16])[C:10]#[N:11].CB1OB(C)OB(C)O1.C(=O)([O-])[O-].[Cs+].[Cs+]. Product: [CH3:18][O:17][C:13]1[CH:12]=[C:9]([CH:8]=[C:7]([CH3:2])[C:14]=1[O:15][CH3:16])[C:10]#[N:11]. The catalyst class is: 69.